From a dataset of NCI-60 drug combinations with 297,098 pairs across 59 cell lines. Regression. Given two drug SMILES strings and cell line genomic features, predict the synergy score measuring deviation from expected non-interaction effect. (1) Drug 1: CC1=C(N=C(N=C1N)C(CC(=O)N)NCC(C(=O)N)N)C(=O)NC(C(C2=CN=CN2)OC3C(C(C(C(O3)CO)O)O)OC4C(C(C(C(O4)CO)O)OC(=O)N)O)C(=O)NC(C)C(C(C)C(=O)NC(C(C)O)C(=O)NCCC5=NC(=CS5)C6=NC(=CS6)C(=O)NCCC[S+](C)C)O. Drug 2: CC1CCCC2(C(O2)CC(NC(=O)CC(C(C(=O)C(C1O)C)(C)C)O)C(=CC3=CSC(=N3)C)C)C. Cell line: SNB-19. Synergy scores: CSS=57.2, Synergy_ZIP=-4.92, Synergy_Bliss=-1.82, Synergy_Loewe=0.0505, Synergy_HSA=2.57. (2) Drug 1: C1=CC(=CC=C1CCC2=CNC3=C2C(=O)NC(=N3)N)C(=O)NC(CCC(=O)O)C(=O)O. Drug 2: C#CCC(CC1=CN=C2C(=N1)C(=NC(=N2)N)N)C3=CC=C(C=C3)C(=O)NC(CCC(=O)O)C(=O)O. Cell line: UACC-257. Synergy scores: CSS=1.36, Synergy_ZIP=-3.13, Synergy_Bliss=-1.88, Synergy_Loewe=-1.34, Synergy_HSA=-1.81. (3) Drug 1: C1CN(CCN1C(=O)CCBr)C(=O)CCBr. Drug 2: C(CN)CNCCSP(=O)(O)O. Cell line: OVCAR-8. Synergy scores: CSS=30.4, Synergy_ZIP=-8.79, Synergy_Bliss=-5.35, Synergy_Loewe=-23.3, Synergy_HSA=-4.20.